From a dataset of Full USPTO retrosynthesis dataset with 1.9M reactions from patents (1976-2016). Predict the reactants needed to synthesize the given product. (1) Given the product [CH:24]1([C:28]([NH:1][C:2]2[CH:3]=[CH:4][C:5]([CH:8]3[C:17]([CH3:18])([CH3:19])[CH2:16][C:15]4[C:10](=[CH:11][CH:12]=[C:13]([C:20]([O:22][CH3:23])=[O:21])[CH:14]=4)[NH:9]3)=[CH:6][CH:7]=2)=[O:29])[CH2:27][CH2:26][CH2:25]1, predict the reactants needed to synthesize it. The reactants are: [NH2:1][C:2]1[CH:7]=[CH:6][C:5]([CH:8]2[C:17]([CH3:19])([CH3:18])[CH2:16][C:15]3[C:10](=[CH:11][CH:12]=[C:13]([C:20]([O:22][CH3:23])=[O:21])[CH:14]=3)[NH:9]2)=[CH:4][CH:3]=1.[CH:24]1([C:28](O)=[O:29])[CH2:27][CH2:26][CH2:25]1.C(N(CC)C(C)C)(C)C.P(Cl)(Cl)(Cl)=O. (2) Given the product [Br:1][C:2]1[N:3]([CH2:17][O:18][CH2:19][CH2:20][Si:21]([CH3:24])([CH3:23])[CH3:22])[N:4]=[C:5]2[C:10]=1[CH:9]=[C:8]([C:11]([F:14])([F:13])[F:12])[CH:7]=[C:6]2[CH2:15][Br:44], predict the reactants needed to synthesize it. The reactants are: [Br:1][C:2]1[N:3]([CH2:17][O:18][CH2:19][CH2:20][Si:21]([CH3:24])([CH3:23])[CH3:22])[N:4]=[C:5]2[C:10]=1[CH:9]=[C:8]([C:11]([F:14])([F:13])[F:12])[CH:7]=[C:6]2[CH2:15]O.C1(P(C2C=CC=CC=2)C2C=CC=CC=2)C=CC=CC=1.[Br:44]N1C(=O)CCC1=O.